Dataset: Full USPTO retrosynthesis dataset with 1.9M reactions from patents (1976-2016). Task: Predict the reactants needed to synthesize the given product. (1) The reactants are: [CH2:1]([C:3]1[CH:8]=[CH:7][C:6]([CH:9]2[CH2:14][N:13]([C:15]([N:17]3[CH2:22][CH2:21][O:20][CH2:19][CH2:18]3)=[O:16])[CH2:12][CH:11]([C:23]([OH:25])=O)[CH2:10]2)=[CH:5][CH:4]=1)[CH3:2].[Cl:26][C:27]1[CH:32]=[C:31]([F:33])[CH:30]=[CH:29][C:28]=1[CH2:34][C:35](=[N:37]O)[NH2:36]. Given the product [Cl:26][C:27]1[CH:32]=[C:31]([F:33])[CH:30]=[CH:29][C:28]=1[CH2:34][C:35]1[N:36]=[C:23]([CH:11]2[CH2:10][CH:9]([C:6]3[CH:7]=[CH:8][C:3]([CH2:1][CH3:2])=[CH:4][CH:5]=3)[CH2:14][N:13]([C:15]([N:17]3[CH2:22][CH2:21][O:20][CH2:19][CH2:18]3)=[O:16])[CH2:12]2)[O:25][N:37]=1, predict the reactants needed to synthesize it. (2) Given the product [CH3:1][O:2][C:3](=[O:23])[C:4]([CH3:6])([S:7][C:8]1[S:9][CH:10]=[C:11]([CH2:13][CH2:14][O:15][C:16]2[CH:21]=[CH:20][C:19]([C:25]#[C:24][C:26]3[CH:31]=[CH:30][CH:29]=[CH:28][CH:27]=3)=[CH:18][CH:17]=2)[N:12]=1)[CH3:5], predict the reactants needed to synthesize it. The reactants are: [CH3:1][O:2][C:3](=[O:23])[C:4]([S:7][C:8]1[S:9][CH:10]=[C:11]([CH2:13][CH2:14][O:15][C:16]2[CH:21]=[CH:20][C:19](I)=[CH:18][CH:17]=2)[N:12]=1)([CH3:6])[CH3:5].[C:24]([C:26]1[CH:31]=[CH:30][CH:29]=[CH:28][CH:27]=1)#[CH:25].O. (3) Given the product [CH:1]([NH:4][C:5]1[O:6][C:7]([C:10]2[CH:11]=[C:12]3[C:16](=[CH:17][CH:18]=2)[NH:15][CH:14]=[C:13]3[C:29]2[CH:34]=[C:33]([O:35][CH2:36][C:37]3[CH:42]=[CH:41][C:40]([O:43][CH3:44])=[CH:39][CH:38]=3)[N:32]=[C:31]([NH:45][CH:46]([CH3:48])[CH3:47])[N:30]=2)=[N:8][N:9]=1)([CH3:3])[CH3:2], predict the reactants needed to synthesize it. The reactants are: [CH:1]([NH:4][C:5]1[O:6][C:7]([C:10]2[CH:11]=[C:12]3[C:16](=[CH:17][CH:18]=2)[N:15](S(C2C=CC(C)=CC=2)(=O)=O)[CH:14]=[C:13]3[C:29]2[CH:34]=[C:33]([O:35][CH2:36][C:37]3[CH:42]=[CH:41][C:40]([O:43][CH3:44])=[CH:39][CH:38]=3)[N:32]=[C:31]([NH:45][CH:46]([CH3:48])[CH3:47])[N:30]=2)=[N:8][N:9]=1)([CH3:3])[CH3:2].[OH-].[Na+]. (4) Given the product [OH:8][C:6]1([C:5]([OH:13])=[O:19])[CH2:7][C:4]1([CH3:3])[CH3:18], predict the reactants needed to synthesize it. The reactants are: BrBr.[CH3:3][C:4]1([CH3:18])[CH2:7][C:6]([O:8][Si](C)(C)C)=[C:5]1[O:13][Si](C)(C)C.[OH-:19].[Na+]. (5) Given the product [ClH:1].[F:8][C:9]1[CH:10]=[C:11]([CH:44]=[CH:45][CH:46]=1)[CH2:12][O:13][C:14]1[CH:43]=[CH:42][C:17]([O:18][C:19]2[CH:20]=[CH:21][N:22]([C:25]([O:27][CH:28]3[CH2:33][CH:32]([NH2:34])[CH2:31][NH:30][CH2:29]3)=[O:26])[CH2:23][CH:24]=2)=[CH:16][CH:15]=1, predict the reactants needed to synthesize it. The reactants are: [ClH:1].O1CCOCC1.[F:8][C:9]1[CH:10]=[C:11]([CH:44]=[CH:45][CH:46]=1)[CH2:12][O:13][C:14]1[CH:43]=[CH:42][C:17]([O:18][CH:19]2[CH2:24][CH2:23][N:22]([C:25]([O:27][C:28]3[CH:29]=[N:30][CH:31]=[C:32]([NH:34]C(OC(C)(C)C)=O)[CH:33]=3)=[O:26])[CH2:21][CH2:20]2)=[CH:16][CH:15]=1. (6) Given the product [C:34]([C:31]1[CH:32]=[CH:33][C:28]([CH2:27][O:26][NH:25][C:24]([C:19]2[CH:20]=[CH:21][CH:22]=[CH:23][C:18]=2[NH:17][CH2:16][C:14]2[CH:13]=[CH:12][N:11]=[C:10]([NH:9][C:7](=[O:8])[NH:6][CH2:5][C:4]([OH:37])=[O:3])[CH:15]=2)=[O:36])=[CH:29][CH:30]=1)#[N:35], predict the reactants needed to synthesize it. The reactants are: C([O:3][C:4](=[O:37])[CH2:5][NH:6][C:7]([NH:9][C:10]1[CH:15]=[C:14]([CH2:16][NH:17][C:18]2[CH:23]=[CH:22][CH:21]=[CH:20][C:19]=2[C:24](=[O:36])[NH:25][O:26][CH2:27][C:28]2[CH:33]=[CH:32][C:31]([C:34]#[N:35])=[CH:30][CH:29]=2)[CH:13]=[CH:12][N:11]=1)=[O:8])C.[OH-].[Na+].O.Cl. (7) Given the product [CH3:1][N:2]1[CH2:7][CH2:6][N:5]([C:8]2[CH:16]=[CH:15][C:11]([C:12]([Cl:20])=[O:13])=[CH:10][CH:9]=2)[CH2:4][CH2:3]1, predict the reactants needed to synthesize it. The reactants are: [CH3:1][N:2]1[CH2:7][CH2:6][N:5]([C:8]2[CH:16]=[CH:15][C:11]([C:12](O)=[O:13])=[CH:10][CH:9]=2)[CH2:4][CH2:3]1.C(Cl)(=O)C([Cl:20])=O. (8) Given the product [OH:31][C:27]1[C:26]([CH3:39])=[CH:25][C:24]([C:14]2([C:10]3[CH:9]=[C:8]([CH3:40])[C:7]([OH:6])=[C:12]([CH3:13])[CH:11]=3)[C:22]3[C:17](=[CH:18][CH:19]=[CH:20][CH:21]=3)[N:16]([C:48]3[CH:49]=[CH:50][C:45]([O:44][CH3:43])=[CH:46][CH:47]=3)[C:15]2=[O:23])=[CH:29][C:28]=1[CH3:30], predict the reactants needed to synthesize it. The reactants are: C([Si](C)(C)[O:6][C:7]1[C:12]([CH3:13])=[CH:11][C:10]([C:14]2([C:24]3[CH:29]=[C:28]([CH3:30])[C:27]([O:31][Si](C(C)(C)C)(C)C)=[C:26]([CH3:39])[CH:25]=3)[C:22]3[C:17](=[CH:18][CH:19]=[CH:20][CH:21]=3)[NH:16][C:15]2=[O:23])=[CH:9][C:8]=1[CH3:40])(C)(C)C.[CH3:43][O:44][C:45]1[CH:50]=[CH:49][C:48](B(O)O)=[CH:47][CH:46]=1.C(N(CC)CC)C.[F-].C([N+](CCCC)(CCCC)CCCC)CCC.Cl. (9) Given the product [ClH:34].[NH:23]1[CH2:24][CH2:25][O:26][C@@H:21]([C:18]2[CH:19]=[CH:20][C:15]([NH:14][C:12]([C:10]3[CH:9]=[N:8][N:7]([C:1]4[CH:2]=[CH:3][CH:4]=[CH:5][CH:6]=4)[N:11]=3)=[O:13])=[CH:16][CH:17]=2)[CH2:22]1, predict the reactants needed to synthesize it. The reactants are: [C:1]1([N:7]2[N:11]=[C:10]([C:12]([NH:14][C:15]3[CH:20]=[CH:19][C:18]([C@@H:21]4[O:26][CH2:25][CH2:24][N:23](C(OC(C)(C)C)=O)[CH2:22]4)=[CH:17][CH:16]=3)=[O:13])[CH:9]=[N:8]2)[CH:6]=[CH:5][CH:4]=[CH:3][CH:2]=1.[ClH:34].C(OCC)C. (10) Given the product [CH:1]1([NH:4][C:5]2[NH:10][C:9](=[O:11])[C:8]([C:13]3[CH:18]=[CH:17][C:16]([O:19][C:20]4[CH:25]=[CH:24][N:23]=[C:22]([C:26]5[CH:27]=[N:28][N:29]([CH3:31])[CH:30]=5)[CH:21]=4)=[C:15]([CH3:32])[N:14]=3)=[CH:7][N:6]=2)[CH2:3][CH2:2]1, predict the reactants needed to synthesize it. The reactants are: [CH:1]1([NH:4][C:5]2[N:10]=[C:9]([O:11]C)[C:8]([C:13]3[CH:18]=[CH:17][C:16]([O:19][C:20]4[CH:25]=[CH:24][N:23]=[C:22]([C:26]5[CH:27]=[N:28][N:29]([CH3:31])[CH:30]=5)[CH:21]=4)=[C:15]([CH3:32])[N:14]=3)=[CH:7][N:6]=2)[CH2:3][CH2:2]1.Br.